This data is from Full USPTO retrosynthesis dataset with 1.9M reactions from patents (1976-2016). The task is: Predict the reactants needed to synthesize the given product. (1) The reactants are: [Br:1][C:2]1[C:3](F)=[C:4]([CH:7]=[C:8]([N+:10]([O-:12])=[O:11])[CH:9]=1)[CH:5]=[O:6].C(=O)([O-])[O-].[K+].[K+].[CH3:20][C:21]([SH:24])([CH3:23])[CH3:22].O. Given the product [Br:1][C:2]1[C:3]([S:24][C:21]([CH3:23])([CH3:22])[CH3:20])=[C:4]([CH:7]=[C:8]([N+:10]([O-:12])=[O:11])[CH:9]=1)[CH:5]=[O:6], predict the reactants needed to synthesize it. (2) Given the product [CH3:35][O:34][CH2:33][CH2:32][N:26]([CH2:27][C@@H:28]1[CH2:30][C@H:29]1[CH3:31])[C:16]1[CH:15]=[C:14]([C:13]2[O:36][C:9]([C@@:8]([NH:38][C:39](=[O:45])[O:40][C:41]([CH3:42])([CH3:44])[CH3:43])([CH3:37])[CH2:1][C:2]3[CH:7]=[CH:6][CH:5]=[CH:4][CH:3]=3)=[N:11][N:12]=2)[CH:19]=[C:18]([N:20]([CH3:25])[S:21]([CH3:24])(=[O:23])=[O:22])[N:17]=1, predict the reactants needed to synthesize it. The reactants are: [CH2:1]([C@:8]([NH:38][C:39](=[O:45])[O:40][C:41]([CH3:44])([CH3:43])[CH3:42])([CH3:37])[C:9]([NH:11][NH:12][C:13](=[O:36])[C:14]1[CH:19]=[C:18]([N:20]([CH3:25])[S:21]([CH3:24])(=[O:23])=[O:22])[N:17]=[C:16]([N:26]([CH2:32][CH2:33][O:34][CH3:35])[CH2:27][CH:28]2[CH2:30][CH:29]2[CH3:31])[CH:15]=1)=O)[C:2]1[CH:7]=[CH:6][CH:5]=[CH:4][CH:3]=1.C1(P(C2C=CC=CC=2)C2C=CC=CC=2)C=CC=CC=1.N1C=CN=C1.C(Br)(Br)(Br)Br. (3) Given the product [F:19][C:16]1[CH:17]=[CH:18][C:5]([SH:1])=[C:6]([C:7](=[O:8])[C:9]2[CH:14]=[CH:13][CH:12]=[CH:11][CH:10]=2)[CH:15]=1, predict the reactants needed to synthesize it. The reactants are: [S-2:1].[Li+].[Li+].F[C:5]1[CH:18]=[CH:17][C:16]([F:19])=[CH:15][C:6]=1[C:7]([C:9]1[CH:14]=[CH:13][CH:12]=[CH:11][CH:10]=1)=[O:8].Cl.C(OCC)(=O)C. (4) Given the product [CH2:66]([O:57][C:14](=[O:35])[C@@H:15]([N:20]1[CH2:24][C:23]([O:25][C:26]2[CH:31]=[CH:30][CH:29]=[C:28]([CH:54]3[CH2:55][CH2:50]3)[C:27]=2[F:33])=[CH:22][C:21]1=[O:34])[CH2:16][CH:17]([CH3:18])[CH3:19])[CH3:64], predict the reactants needed to synthesize it. The reactants are: CC1(C)O[C@H](CN2C=CC(N[C:14](=[O:35])[C@@H:15]([N:20]3[CH2:24][C:23]([O:25][C:26]4[CH:31]=[CH:30][CH:29]=[C:28](Br)[C:27]=4[F:33])=[CH:22][C:21]3=[O:34])[CH2:16][CH:17]([CH3:19])[CH3:18])=N2)CO1.C1(P([CH:50]2[CH2:55][CH2:54]CCC2)C2CCCCC2)CCCCC1.P([O-])([O-])([O-])=[O:57].[K+].[K+].[K+].[CH:64]1(B(O)O)[CH2:66]C1.